This data is from Catalyst prediction with 721,799 reactions and 888 catalyst types from USPTO. The task is: Predict which catalyst facilitates the given reaction. Reactant: [CH3:1][O:2][C:3]1[C:8]([C:9]([OH:11])=O)=[CH:7][CH:6]=[CH:5][N:4]=1.CN(C(ON1N=NC2C=CC=NC1=2)=[N+](C)C)C.F[P-](F)(F)(F)(F)F.CCN(C(C)C)C(C)C.[NH:45]1[C:53]2[C:48](=[C:49]([C:54]3[CH:55]=[C:56]([NH2:63])[C:57]4[CH:58]=[N:59][NH:60][C:61]=4[CH:62]=3)[CH:50]=[CH:51][CH:52]=2)[CH:47]=[CH:46]1. Product: [NH:45]1[C:53]2[C:48](=[C:49]([C:54]3[CH:62]=[C:61]4[C:57]([CH:58]=[N:59][NH:60]4)=[C:56]([NH:63][C:9]([C:8]4[C:3]([O:2][CH3:1])=[N:4][CH:5]=[CH:6][CH:7]=4)=[O:11])[CH:55]=3)[CH:50]=[CH:51][CH:52]=2)[CH:47]=[CH:46]1. The catalyst class is: 3.